Dataset: Rat liver microsome stability data. Task: Regression/Classification. Given a drug SMILES string, predict its absorption, distribution, metabolism, or excretion properties. Task type varies by dataset: regression for continuous measurements (e.g., permeability, clearance, half-life) or binary classification for categorical outcomes (e.g., BBB penetration, CYP inhibition). Dataset: rlm. The compound is COc1cc(F)c(CN2C(=O)N(c3cc(OC)nc(OC)c3)S(=O)(=O)c3ccccc32)c(F)c1. The result is 1 (stable in rat liver microsomes).